Dataset: Full USPTO retrosynthesis dataset with 1.9M reactions from patents (1976-2016). Task: Predict the reactants needed to synthesize the given product. (1) Given the product [CH2:1]([C@@:4]1([C:20]2[CH:21]=[CH:22][C:23]([F:26])=[CH:24][CH:25]=2)[O:9][C:8](=[O:10])[N:7]([C@H:11]([C:13]2[CH:18]=[CH:17][C:16]([O:19][CH2:31][C:27]([F:30])([F:29])[F:28])=[CH:15][CH:14]=2)[CH3:12])[CH2:6][CH2:5]1)[CH:2]=[CH2:3], predict the reactants needed to synthesize it. The reactants are: [CH2:1]([C@@:4]1([C:20]2[CH:25]=[CH:24][C:23]([F:26])=[CH:22][CH:21]=2)[O:9][C:8](=[O:10])[N:7]([C@H:11]([C:13]2[CH:18]=[CH:17][C:16]([OH:19])=[CH:15][CH:14]=2)[CH3:12])[CH2:6][CH2:5]1)[CH:2]=[CH2:3].[C:27]([CH2:31]I)([F:30])([F:29])[F:28].[F-].[Cs+].O. (2) Given the product [F:1][C:2]([F:14])([F:13])[C:3]1[CH:12]=[CH:11][C:6]([CH:7]=[CH:8][CH2:9][C:17]23[CH:21]=[CH:22][CH:23]=[CH:24][CH:16]2[C:15]([NH:19][C:18]3=[O:20])=[O:25])=[CH:5][CH:4]=1, predict the reactants needed to synthesize it. The reactants are: [F:1][C:2]([F:14])([F:13])[C:3]1[CH:12]=[CH:11][C:6]([CH:7]=[CH:8][CH2:9]O)=[CH:5][CH:4]=1.[C:15]1(=[O:25])[NH:19][C:18](=[O:20])[C:17]2=[CH:21][CH:22]=[CH:23][CH:24]=[C:16]12.C1(P(C2C=CC=CC=2)C2C=CC=CC=2)C=CC=CC=1.N(C(OCC)=O)=NC(OCC)=O. (3) Given the product [C:1]([C:5]1[N:10]=[CH:9][C:8]([C:11]2[N:12]([C:32]([N:34]3[CH2:35][CH2:36][CH:37]([CH2:40][C:41]([NH:50][C:49]4[CH:51]=[C:52]([CH3:55])[CH:53]=[CH:54][C:48]=4[Cl:47])=[O:43])[CH2:38][CH2:39]3)=[O:33])[C@@:13]([C:25]3[CH:26]=[CH:27][C:28]([Cl:31])=[CH:29][CH:30]=3)([CH3:24])[C@@:14]([C:17]3[CH:22]=[CH:21][C:20]([Cl:23])=[CH:19][CH:18]=3)([CH3:16])[N:15]=2)=[C:7]([O:44][CH2:45][CH3:46])[CH:6]=1)([CH3:4])([CH3:2])[CH3:3], predict the reactants needed to synthesize it. The reactants are: [C:1]([C:5]1[N:10]=[CH:9][C:8]([C:11]2[N:12]([C:32]([N:34]3[CH2:39][CH2:38][CH:37]([CH2:40][C:41]([OH:43])=O)[CH2:36][CH2:35]3)=[O:33])[C@@:13]([C:25]3[CH:30]=[CH:29][C:28]([Cl:31])=[CH:27][CH:26]=3)([CH3:24])[C@@:14]([C:17]3[CH:22]=[CH:21][C:20]([Cl:23])=[CH:19][CH:18]=3)([CH3:16])[N:15]=2)=[C:7]([O:44][CH2:45][CH3:46])[CH:6]=1)([CH3:4])([CH3:3])[CH3:2].[Cl:47][C:48]1[CH:54]=[CH:53][C:52]([CH3:55])=[CH:51][C:49]=1[NH2:50]. (4) Given the product [CH2:28]([O:35][C:2]1[C:7]([C:8]#[N:9])=[C:6]([C:10]2[CH:15]=[CH:14][CH:13]=[CH:12][CH:11]=2)[C:5]([C:16]#[N:17])=[C:4]([NH:18][CH2:19][CH2:20][OH:21])[N:3]=1)[C:29]1[CH:34]=[CH:33][CH:32]=[CH:31][CH:30]=1, predict the reactants needed to synthesize it. The reactants are: Cl[C:2]1[C:7]([C:8]#[N:9])=[C:6]([C:10]2[CH:15]=[CH:14][CH:13]=[CH:12][CH:11]=2)[C:5]([C:16]#[N:17])=[C:4]([NH:18][CH2:19][CH2:20][OH:21])[N:3]=1.CC(C)([O-])C.[K+].[CH2:28]([OH:35])[C:29]1[CH:34]=[CH:33][CH:32]=[CH:31][CH:30]=1. (5) Given the product [NH:19]1[CH2:20][CH2:21][CH2:22][CH:18]1[C:16]1[S:17][C:13]([C:10]2[NH:9][C:8]3[CH:7]=[CH:6][CH:5]=[C:4]([C:1]([NH2:2])=[O:3])[C:12]=3[N:11]=2)=[CH:14][CH:15]=1, predict the reactants needed to synthesize it. The reactants are: [C:1]([C:4]1[C:12]2[N:11]=[C:10]([C:13]3[S:17][C:16]([CH:18]4[CH2:22][CH2:21][CH2:20][N:19]4C(OC(C)(C)C)=O)=[CH:15][CH:14]=3)[NH:9][C:8]=2[CH:7]=[CH:6][CH:5]=1)(=[O:3])[NH2:2]. (6) Given the product [F:1][C:2]1[CH:30]=[CH:29][C:5]([NH:6][C:7]2[CH:19]=[C:18]([N:20]3[C:28]4[C:23](=[CH:24][CH:25]=[CH:26][CH:27]=4)[CH:22]=[CH:21]3)[CH:17]=[CH:16][C:8]=2[C:9]([OH:11])=[O:10])=[CH:4][CH:3]=1, predict the reactants needed to synthesize it. The reactants are: [F:1][C:2]1[CH:30]=[CH:29][C:5]([NH:6][C:7]2[CH:19]=[C:18]([N:20]3[C:28]4[C:23](=[CH:24][CH:25]=[CH:26][CH:27]=4)[CH:22]=[CH:21]3)[CH:17]=[CH:16][C:8]=2[C:9]([O:11]C(C)(C)C)=[O:10])=[CH:4][CH:3]=1.O1CCOCC1.[OH-].[Na+].Cl.